The task is: Predict the product of the given reaction.. This data is from Forward reaction prediction with 1.9M reactions from USPTO patents (1976-2016). Given the reactants [CH3:1][O:2][C@H:3]1[CH2:13][CH2:12][CH2:11][C@H:10]2[C:4]1=[C:5]([C:25]([O:27][CH2:28][CH:29]=[CH2:30])=[O:26])[N:6]1[C@H:9]2[C@@H:8]([C@H:14]([O:19][Si](C)(C)C)[C:15]([F:18])([F:17])[F:16])[C:7]1=[O:24].CC(O)=O.[N+](CCCC)(CCCC)(CCCC)CCCC.[F-], predict the reaction product. The product is: [CH3:1][O:2][C@H:3]1[CH2:13][CH2:12][CH2:11][C@H:10]2[C:4]1=[C:5]([C:25]([O:27][CH2:28][CH:29]=[CH2:30])=[O:26])[N:6]1[C@H:9]2[C@@H:8]([C@H:14]([OH:19])[C:15]([F:18])([F:16])[F:17])[C:7]1=[O:24].